Dataset: Full USPTO retrosynthesis dataset with 1.9M reactions from patents (1976-2016). Task: Predict the reactants needed to synthesize the given product. (1) The reactants are: Br[C:2]1[CH:7]=[CH:6][C:5]([CH:8]([N:10]2[CH2:24][CH2:23][C:13]3([O:18][CH2:17][C:16](=[O:19])[N:15]([CH:20]4[CH2:22][CH2:21]4)[CH2:14]3)[CH2:12][CH2:11]2)[CH3:9])=[C:4]([F:25])[CH:3]=1.[N:26]1[C:35]2[C:30](=[CH:31][CH:32]=[C:33](B(O)O)[CH:34]=2)[CH:29]=[CH:28][CH:27]=1.C(=O)([O-])[O-].[K+].[K+]. Given the product [CH:20]1([N:15]2[CH2:14][C:13]3([CH2:23][CH2:24][N:10]([CH:8]([C:5]4[CH:6]=[CH:7][C:2]([C:33]5[CH:34]=[C:35]6[C:30]([CH:29]=[CH:28][CH:27]=[N:26]6)=[CH:31][CH:32]=5)=[CH:3][C:4]=4[F:25])[CH3:9])[CH2:11][CH2:12]3)[O:18][CH2:17][C:16]2=[O:19])[CH2:22][CH2:21]1, predict the reactants needed to synthesize it. (2) Given the product [Cl:21][CH2:20][CH2:19][CH2:18][CH2:17][N:10]1[CH:11]=[CH:12][C:7]([C:3]2[CH:2]=[N:1][CH:6]=[CH:5][CH:4]=2)=[N:8][C:9]1=[O:13], predict the reactants needed to synthesize it. The reactants are: [N:1]1[CH:6]=[CH:5][CH:4]=[C:3]([C:7]2[CH:12]=[CH:11][NH:10][C:9](=[O:13])[N:8]=2)[CH:2]=1.[H-].[Na+].Br[CH2:17][CH2:18][CH2:19][CH2:20][Cl:21].O. (3) Given the product [Br:1][C:2]1[CH:3]=[C:4]2[C:9](=[CH:10][CH:11]=1)[N:8]=[CH:7][CH:6]=[C:5]2[S:12][C:13]1([C:16]([OH:18])=[O:17])[CH2:15][CH2:14]1, predict the reactants needed to synthesize it. The reactants are: [Br:1][C:2]1[CH:3]=[C:4]2[C:9](=[CH:10][CH:11]=1)[N:8]=[CH:7][CH:6]=[C:5]2[S:12][C:13]1([C:16]([O:18]CC)=[O:17])[CH2:15][CH2:14]1.O1CCCC1.O.[OH-].[Li+].Cl. (4) Given the product [C:8]([O:7][C:6]1[CH:1]=[CH:2][C:3]([CH:14]=[CH2:15])=[CH:4][CH:5]=1)(=[O:9])[CH3:10], predict the reactants needed to synthesize it. The reactants are: [CH3:1][CH2:2][CH2:3][CH2:4][CH2:5][CH2:6][O:7][C:8]([C:10](C#N)=C)=[O:9].[C:14]1(C)C=CC=C[CH:15]=1. (5) Given the product [O:2]1[C:13]2[CH:12]=[CH:11][CH:10]=[CH:9][C:14]=2[C:5]([CH2:6][C:7]([OH:15])=[O:8])=[N:3]1, predict the reactants needed to synthesize it. The reactants are: Cl.[OH:2][NH2:3].O[C:5]1[C:14]2[C:9](=[CH:10][CH:11]=[CH:12][CH:13]=2)[O:8][C:7](=[O:15])[CH:6]=1.C([O-])(=O)C.[Na+]. (6) The reactants are: [F:1][C:2]1[CH:3]=[C:4]([CH:8]=[CH:9][C:10]=1[C:11]1[CH:12]=[N:13][C:14]([O:17][CH2:18][CH:19]2[CH2:24][CH2:23][N:22]([CH2:25][C:26]3([C:30]([F:33])([F:32])[F:31])[CH2:29][CH2:28][CH2:27]3)[CH2:21][CH2:20]2)=[CH:15][CH:16]=1)[C:5](O)=[O:6].[NH:34]1[CH2:38][CH2:37][C@H:36]([OH:39])[CH2:35]1.C(Cl)CCl.C1C=CC2N(O)N=NC=2C=1.CCN(C(C)C)C(C)C. Given the product [F:1][C:2]1[CH:3]=[C:4]([C:5]([N:34]2[CH2:38][CH2:37][C@H:36]([OH:39])[CH2:35]2)=[O:6])[CH:8]=[CH:9][C:10]=1[C:11]1[CH:12]=[N:13][C:14]([O:17][CH2:18][CH:19]2[CH2:20][CH2:21][N:22]([CH2:25][C:26]3([C:30]([F:33])([F:32])[F:31])[CH2:29][CH2:28][CH2:27]3)[CH2:23][CH2:24]2)=[CH:15][CH:16]=1, predict the reactants needed to synthesize it. (7) Given the product [CH3:1][CH:2]([CH3:26])[CH2:3][CH2:4][CH2:5][O:6][C:7]1[C:8](=[O:25])[O:9][C:10]2[CH:17]=[CH:16][CH:15]=[C:14]([O:18][CH2:19][CH2:20][OH:21])[C:11]=2[C:12]=1[OH:13], predict the reactants needed to synthesize it. The reactants are: [CH3:1][CH:2]([CH3:26])[CH2:3][CH2:4][CH2:5][O:6][C:7]1[C:8](=[O:25])[O:9][C:10]2[CH:17]=[CH:16][CH:15]=[C:14]([O:18][CH2:19][CH2:20][O:21]C(=O)C)[C:11]=2[C:12]=1[OH:13].C(OC1C(=O)OC2C=CC=C(OCCOC(=O)C)C=2C=1O)C.